This data is from CYP3A4 inhibition data for predicting drug metabolism from PubChem BioAssay. The task is: Regression/Classification. Given a drug SMILES string, predict its absorption, distribution, metabolism, or excretion properties. Task type varies by dataset: regression for continuous measurements (e.g., permeability, clearance, half-life) or binary classification for categorical outcomes (e.g., BBB penetration, CYP inhibition). Dataset: cyp3a4_veith. (1) The molecule is CCOC(=O)c1c(C)[nH]c(C)c1C(=O)COC(=O)c1cccc(S(=O)(=O)N(CC)CC)c1. The result is 1 (inhibitor). (2) The compound is NC(=O)Nc1cc([As](=O)(O)O)cc(I)c1O. The result is 0 (non-inhibitor). (3) The compound is O=C(Oc1ccccc1)N1CCC[C@@]2(CCN(c3ccncc3)C2)C1. The result is 1 (inhibitor). (4) The compound is Cc1ccc(S(=O)(=O)CCc2nnc(NC(=O)COc3cccc(C)c3)s2)cc1. The result is 1 (inhibitor). (5) The drug is Br.CCOc1ccc2c(c1)nc(SCC(=O)c1ccc(Br)s1)n2C. The result is 1 (inhibitor). (6) The drug is COc1cccc(Sc2cc(N3CCOCC3)nc(-c3ccccc3)n2)c1. The result is 1 (inhibitor). (7) The molecule is CCOC(=O)c1ccc(OC(=O)CCCCCN=C(N)N)cc1.CS(=O)(=O)O. The result is 0 (non-inhibitor).